Task: Predict the reaction yield, written as a fraction of the theoretical maximum amount of product (1.0 means a 100% yield; for example, 0.34 means a 34% yield).. Dataset: Reaction yield outcomes from USPTO patents with 853,638 reactions (1) The yield is 0.740. The reactants are CC1C=C(N2CCN(CCOC3C=CC=CC=3)C2=O)SC=1C(O)=O.[F:25][C:26]1[CH:47]=[CH:46][C:29]([CH2:30][N:31]2[CH2:35][CH2:34][N:33]([C:36]3[S:40][C:39]([C:41]([OH:43])=O)=[C:38]([CH3:44])[CH:37]=3)[C:32]2=[O:45])=[CH:28][CH:27]=1.[CH3:48][N:49]1[CH:53]=[C:52]([CH2:54][NH2:55])[N:51]=[CH:50]1. The product is [F:25][C:26]1[CH:47]=[CH:46][C:29]([CH2:30][N:31]2[CH2:35][CH2:34][N:33]([C:36]3[S:40][C:39]([C:41]([NH:55][CH2:54][C:52]4[N:51]=[CH:50][N:49]([CH3:48])[CH:53]=4)=[O:43])=[C:38]([CH3:44])[CH:37]=3)[C:32]2=[O:45])=[CH:28][CH:27]=1. No catalyst specified. (2) The reactants are [CH3:1][C:2](=[N:6][OH:7])[C:3](=[O:5])[CH3:4].[Br:8][C:9]1[CH:16]=[CH:15][C:12]([CH:13]=O)=[CH:11][CH:10]=1. The catalyst is C(O)(=O)C. The product is [Br:8][C:9]1[CH:16]=[CH:15][C:12]([C:13]2[O:5][C:3]([CH3:4])=[C:2]([CH3:1])[N+:6]=2[O-:7])=[CH:11][CH:10]=1. The yield is 0.740. (3) The reactants are [CH3:1][N:2]1[CH:6]=[C:5]([CH2:7][C:8]2[C:9](=[O:18])[N:10]=[C:11]([NH:14][N+]([O-])=O)[NH:12][CH:13]=2)[CH:4]=[N:3]1.[Cl:19][C:20]1[CH:25]=[CH:24][C:23]([O:26][C:27]2[CH:32]=[CH:31][C:30]([CH2:33][CH2:34]N)=[CH:29][CH:28]=2)=[CH:22][C:21]=1[C:36]([F:39])([F:38])[F:37].[Cl:19][C:20]1[CH:25]=[CH:24][C:23]([O:26][C:27]2[CH:28]=[CH:29][C:30]([CH2:33][CH2:34]N)=[CH:31][CH:32]=2)=[CH:22][C:21]=1[C:36]([F:37])([F:38])[F:39]. The catalyst is C(O)C. The product is [Cl:19][C:20]1[CH:25]=[CH:24][C:23]([O:26][C:27]2[CH:28]=[CH:29][C:30]([CH2:33][CH2:34][NH:14][C:11]3[NH:12][CH:13]=[C:8]([CH2:7][C:5]4[CH:4]=[N:3][N:2]([CH3:1])[CH:6]=4)[C:9](=[O:18])[N:10]=3)=[CH:31][CH:32]=2)=[CH:22][C:21]=1[C:36]([F:37])([F:38])[F:39]. The yield is 0.352. (4) The catalyst is CN(C=O)C. The reactants are [Cl:1][C:2]1[CH:10]=[C:9]([Cl:11])[CH:8]=[C:7]([Cl:12])[C:3]=1[C:4]([OH:6])=O.[NH2:13][C:14]1[CH:19]=[CH:18][N:17]=[CH:16][CH:15]=1.CN(C(ON1N=NC2C=CC=NC1=2)=[N+](C)C)C.F[P-](F)(F)(F)(F)F.CCN(C(C)C)C(C)C. The product is [Cl:12][C:7]1[CH:8]=[C:9]([Cl:11])[CH:10]=[C:2]([Cl:1])[C:3]=1[C:4]([NH:13][C:14]1[CH:19]=[CH:18][N:17]=[CH:16][CH:15]=1)=[O:6]. The yield is 0.240. (5) The reactants are O[C:2]1[C:7]([C:8]([O:10][CH2:11][CH3:12])=[O:9])=[C:6]([CH3:13])[N:5]=[C:4]([S:14][CH3:15])[N:3]=1.CN(C)C1C=CC=CC=1.P(Cl)(Cl)([Cl:27])=O. The catalyst is [Cl-].C([N+](CC)(CC)CC)C.C(#N)C. The product is [Cl:27][C:2]1[C:7]([C:8]([O:10][CH2:11][CH3:12])=[O:9])=[C:6]([CH3:13])[N:5]=[C:4]([S:14][CH3:15])[N:3]=1. The yield is 0.830.